Dataset: Full USPTO retrosynthesis dataset with 1.9M reactions from patents (1976-2016). Task: Predict the reactants needed to synthesize the given product. (1) Given the product [I:1][C:2]1[CH:3]=[C:4]([C:12]2[N:16]=[C:15]([C:17]3[O:18][C:19]4[CH:25]=[C:24]([O:26][CH3:27])[CH:23]=[CH:22][C:20]=4[CH:21]=3)[O:14][N:13]=2)[CH:5]=[CH:6][C:7]=1[OH:8], predict the reactants needed to synthesize it. The reactants are: [I:1][C:2]1[CH:3]=[C:4]([C:12]2[N:16]=[C:15]([C:17]3[O:18][C:19]4[CH:25]=[C:24]([O:26][CH3:27])[CH:23]=[CH:22][C:20]=4[CH:21]=3)[O:14][N:13]=2)[CH:5]=[CH:6][C:7]=1[O:8]C(C)C.ClC1C=C(C2ON=C(C3C=CC(OC(C)C)=C(I)C=3)N=2)C=CC=1OCCC. (2) Given the product [Br:1][C:2]1[CH:11]=[CH:10][CH:9]=[C:8]2[C:3]=1[CH2:4][CH2:5][N:6]([C:12](=[O:15])[CH2:13][CH3:14])[CH2:7]2, predict the reactants needed to synthesize it. The reactants are: [Br:1][C:2]1[CH:11]=[CH:10][CH:9]=[C:8]2[C:3]=1[CH2:4][CH2:5][NH:6][CH2:7]2.[C:12](Cl)(=[O:15])[CH2:13][CH3:14].O. (3) The reactants are: [C:1]1(=[O:8])[CH2:6][CH2:5][CH2:4][C:3](=[O:7])[CH2:2]1.[OH-].[K+].Cl[CH2:12][CH:13]=O.Cl. Given the product [O:7]1[C:3]2[CH2:4][CH2:5][CH2:6][C:1](=[O:8])[C:2]=2[CH:13]=[CH:12]1, predict the reactants needed to synthesize it.